The task is: Predict which catalyst facilitates the given reaction.. This data is from Catalyst prediction with 721,799 reactions and 888 catalyst types from USPTO. Reactant: [CH3:1][C:2]1[CH:10]=[C:9]([O:11][C:12]([F:15])([F:14])[F:13])[CH:8]=[CH:7][C:3]=1[C:4](O)=[O:5].S(Cl)(Cl)=O.[NH3:20]. Product: [CH3:1][C:2]1[CH:10]=[C:9]([O:11][C:12]([F:15])([F:14])[F:13])[CH:8]=[CH:7][C:3]=1[C:4]([NH2:20])=[O:5]. The catalyst class is: 3.